Dataset: Reaction yield outcomes from USPTO patents with 853,638 reactions. Task: Predict the reaction yield, written as a fraction of the theoretical maximum amount of product (1.0 means a 100% yield; for example, 0.34 means a 34% yield). (1) The reactants are [CH3:1][C:2]1[CH:3]=[CH:4][C:5]2[S:10][CH:9]([C:11]([F:14])([F:13])[F:12])[C:8]([C:15]([O:17]CC)=[O:16])=[CH:7][C:6]=2[CH:20]=1.[OH-].[Na+]. The catalyst is C1COCC1.C(O)C. The product is [CH3:1][C:2]1[CH:3]=[CH:4][C:5]2[S:10][CH:9]([C:11]([F:13])([F:14])[F:12])[C:8]([C:15]([OH:17])=[O:16])=[CH:7][C:6]=2[CH:20]=1. The yield is 0.280. (2) The product is [OH:7][CH2:8][CH2:9][O:10][C:11]1[C:12]([CH3:44])=[CH:13][C:14]([C:18]2[N:27]([C:28]3[CH:33]=[CH:32][C:31]([NH:34][S:35]([CH3:38])(=[O:36])=[O:37])=[CH:30][CH:29]=3)[C:26](=[O:43])[C:25]3[C:20](=[CH:21][CH:22]=[CH:23][CH:24]=3)[N:19]=2)=[CH:15][C:16]=1[CH3:17]. The catalyst is O1CCOCC1.O.C([O-])(O)=O.[Na+]. The yield is 0.520. The reactants are [Li+].[OH-].CS([O:7][CH2:8][CH2:9][O:10][C:11]1[C:16]([CH3:17])=[CH:15][C:14]([C:18]2[N:27]([C:28]3[CH:33]=[CH:32][C:31]([N:34](S(C)(=O)=O)[S:35]([CH3:38])(=[O:37])=[O:36])=[CH:30][CH:29]=3)[C:26](=[O:43])[C:25]3[C:20](=[CH:21][CH:22]=[CH:23][CH:24]=3)[N:19]=2)=[CH:13][C:12]=1[CH3:44])(=O)=O. (3) The catalyst is C1COCC1. The product is [CH3:22][O:23][C:24]1([O:31][CH3:32])[CH2:29][CH2:28][O:27][CH2:26][C@H:25]1[OH:30]. The yield is 0.990. The reactants are B1(C)OC(C2C=CC=CC=2)(C2C=CC=CC=2)[C@H]2N1CCC2.[CH3:22][O:23][C:24]1([O:31][CH3:32])[CH2:29][CH2:28][O:27][CH2:26][C:25]1=[O:30]. (4) The reactants are Cl[C:2]1[CH:3]=[C:4]([C:9]2[N:13]3[CH:14]=[CH:15][C:16]([C:19]([OH:22])([CH3:21])[CH3:20])=[C:17]([F:18])[C:12]3=[N:11][CH:10]=2)[CH:5]=[CH:6][C:7]=1[F:8].[N:23]1([C:28]2[CH:33]=[CH:32][CH:31]=[CH:30][C:29]=2B(O)O)[CH:27]=[CH:26][CH:25]=[N:24]1. No catalyst specified. The product is [F:18][C:17]1[C:12]2[N:13]([C:9]([C:4]3[CH:5]=[CH:6][C:7]([F:8])=[C:2]([C:29]4[CH:30]=[CH:31][CH:32]=[CH:33][C:28]=4[N:23]4[CH:27]=[CH:26][CH:25]=[N:24]4)[CH:3]=3)=[CH:10][N:11]=2)[CH:14]=[CH:15][C:16]=1[C:19]([OH:22])([CH3:21])[CH3:20]. The yield is 0.0400. (5) The reactants are C(OC(=O)NC1C(=O)N2C(C)CCC2=NC=1)C1C=CC=CC=1.[CH2:23]([C:26]1([C:47](O)=[O:48])[N:30]2[C:31](=[O:46])[C:32]([NH:35][C:36]([O:38][CH2:39][C:40]3[CH:45]=[CH:44][CH:43]=[CH:42][CH:41]=3)=[O:37])=[CH:33][N:34]=[C:29]2[CH2:28][CH2:27]1)[CH:24]=[CH2:25].[C:50]([O:54][C:55](=[O:67])[NH:56][C:57]([C:59]1[CH:64]=[CH:63][C:62]([CH2:65][NH2:66])=[CH:61][CH:60]=1)=[NH:58])([CH3:53])([CH3:52])[CH3:51]. No catalyst specified. The product is [CH2:39]([O:38][C:36](=[O:37])[NH:35][C:32]1[C:31](=[O:46])[N:30]2[C:26]([CH2:23][CH:24]=[CH2:25])([C:47](=[O:48])[NH:66][CH2:65][C:62]3[CH:61]=[CH:60][C:59]([C:57]([NH:56][C:55]([O:54][C:50]([CH3:53])([CH3:51])[CH3:52])=[O:67])=[NH:58])=[CH:64][CH:63]=3)[CH2:27][CH2:28][C:29]2=[N:34][CH:33]=1)[C:40]1[CH:45]=[CH:44][CH:43]=[CH:42][CH:41]=1. The yield is 0.860. (6) The reactants are C([NH:8][C:9]1[CH:14]=[CH:13][C:12]([N+:15]([O-])=O)=[CH:11][C:10]=1[S:18]([NH2:21])(=[O:20])=[O:19])C1C=CC=CC=1.O. The catalyst is [Pd].CO. The product is [NH2:8][C:9]1[CH:14]=[CH:13][C:12]([NH2:15])=[CH:11][C:10]=1[S:18]([NH2:21])(=[O:19])=[O:20]. The yield is 0.936. (7) The reactants are [C:1]([O:5][C:6](=[O:25])[NH:7][C@H:8]([C:10](=O)[NH:11][C:12]1[C:17]2[NH:18][CH2:19][CH2:20][CH2:21][CH2:22][C:16]=2[C:15]([F:23])=[CH:14][CH:13]=1)[CH3:9])([CH3:4])([CH3:3])[CH3:2]. The catalyst is CC(O)=O. The product is [C:1]([O:5][C:6](=[O:25])[NH:7][C@H:8]([C:10]1[N:18]2[CH2:19][CH2:20][C:21]3[CH2:22][CH2:16][C:15]([F:23])=[CH:14][C:13]([C:17]=32)=[CH:12][N:11]=1)[CH3:9])([CH3:2])([CH3:3])[CH3:4]. The yield is 0.990. (8) The reactants are [Na].[CH2:2]([O:4][C:5](=[O:16])[CH2:6][S:7][CH2:8][CH2:9][CH2:10][C:11](OCC)=[O:12])[CH3:3].CC(O)=O. The catalyst is CCO.CCOCC. The product is [O:12]=[C:11]1[CH2:10][CH2:9][CH2:8][S:7][CH:6]1[C:5]([O:4][CH2:2][CH3:3])=[O:16]. The yield is 0.340. (9) The reactants are C(N(CC)CC)C.Cl.[CH3:9][C:10](=[CH2:17])[C:11]([O:13][CH2:14][CH2:15][NH2:16])=[O:12].[F:18][C:19]([F:32])([F:31])[S:20](O[S:20]([C:19]([F:32])([F:31])[F:18])(=[O:22])=[O:21])(=[O:22])=[O:21]. The catalyst is C1C2NC3C(=CC=CC=3)SC=2C=CC=1.C(#N)C. The product is [CH3:17][C:10](=[CH2:9])[C:11]([O:13][CH2:14][CH2:15][NH:16][S:20]([C:19]([F:32])([F:31])[F:18])(=[O:22])=[O:21])=[O:12]. The yield is 0.506.